From a dataset of Reaction yield outcomes from USPTO patents with 853,638 reactions. Predict the reaction yield, written as a fraction of the theoretical maximum amount of product (1.0 means a 100% yield; for example, 0.34 means a 34% yield). The reactants are [Br:1][C:2]1[CH:16]=[C:15](/[CH:17]=[CH:18]/[CH:19]([C:24]2[CH:29]=[C:28]([Cl:30])[C:27]([Cl:31])=[C:26]([Cl:32])[CH:25]=2)[C:20]([F:23])([F:22])[F:21])[CH:14]=[CH:13][C:3]=1[C:4]([NH:6][CH:7]1[CH2:12][CH2:11][NH:10][CH2:9][CH2:8]1)=[O:5].FC(F)(F)S(O[CH2:39][C:40]([F:43])([F:42])[F:41])(=O)=O. The catalyst is C1COCC1.CCOC(C)=O. The product is [Br:1][C:2]1[CH:16]=[C:15](/[CH:17]=[CH:18]/[CH:19]([C:24]2[CH:25]=[C:26]([Cl:32])[C:27]([Cl:31])=[C:28]([Cl:30])[CH:29]=2)[C:20]([F:23])([F:21])[F:22])[CH:14]=[CH:13][C:3]=1[C:4]([NH:6][CH:7]1[CH2:12][CH2:11][N:10]([CH2:39][C:40]([F:43])([F:42])[F:41])[CH2:9][CH2:8]1)=[O:5]. The yield is 0.440.